From a dataset of Catalyst prediction with 721,799 reactions and 888 catalyst types from USPTO. Predict which catalyst facilitates the given reaction. (1) Product: [ClH:20].[NH2:7][C@@H:8]([CH2:9][C:10]1[CH:11]=[CH:12][C:13]([OH:16])=[CH:14][CH:15]=1)[CH2:17][OH:18]. The catalyst class is: 12. Reactant: C(OC(=O)[NH:7][C@H:8]([CH2:17][OH:18])[CH2:9][C:10]1[CH:15]=[CH:14][C:13]([OH:16])=[CH:12][CH:11]=1)(C)(C)C.[ClH:20]. (2) Reactant: [C:9](O[C:9]([O:11][C:12]([CH3:15])([CH3:14])[CH3:13])=[O:10])([O:11][C:12]([CH3:15])([CH3:14])[CH3:13])=[O:10].[C:16]([Si:20]([CH3:48])([CH3:47])[O:21][CH2:22][CH2:23][CH:24]1[NH:29][CH2:28][CH2:27][N:26]([CH:30]([CH2:35][C:36]2[CH:45]=[CH:44][C:43]3[C:38](=[CH:39][CH:40]=[CH:41][CH:42]=3)[CH:37]=2)[C:31]([NH:33][CH3:34])=[O:32])[C:25]1=O)([CH3:19])([CH3:18])[CH3:17].C(N(CC)CC)C. Product: [C:12]([O:11][C:9]([N:29]1[CH2:28][CH2:27][N:26]([CH:30]([C:31](=[O:32])[NH:33][CH3:34])[CH2:35][C:36]2[CH:45]=[CH:44][C:43]3[C:38](=[CH:39][CH:40]=[CH:41][CH:42]=3)[CH:37]=2)[CH2:25][CH:24]1[CH2:23][CH2:22][O:21][Si:20]([C:16]([CH3:19])([CH3:18])[CH3:17])([CH3:48])[CH3:47])=[O:10])([CH3:13])([CH3:14])[CH3:15]. The catalyst class is: 4. (3) Reactant: [CH2:1]([O:3][C:4]([C:6]1[CH:7]=[N:8][N:9]2[C:14]([C:15]3[CH:20]=[CH:19][CH:18]=[C:17]([NH2:21])[CH:16]=3)=[CH:13][CH:12]=[N:11][C:10]=12)=[O:5])[CH3:2].Cl[C:23](OC1C=CC=CC=1[N+]([O-])=O)=[O:24].[NH2:35][C:36]1[CH:41]=[CH:40][CH:39]=[C:38]([Cl:42])[CH:37]=1. Product: [Cl:42][C:38]1[CH:37]=[C:36]([NH:35][C:23]([NH:21][C:17]2[CH:16]=[C:15]([C:14]3[N:9]4[N:8]=[CH:7][C:6]([C:4]([O:3][CH2:1][CH3:2])=[O:5])=[C:10]4[N:11]=[CH:12][CH:13]=3)[CH:20]=[CH:19][CH:18]=2)=[O:24])[CH:41]=[CH:40][CH:39]=1. The catalyst class is: 17.